Dataset: Peptide-MHC class I binding affinity with 185,985 pairs from IEDB/IMGT. Task: Regression. Given a peptide amino acid sequence and an MHC pseudo amino acid sequence, predict their binding affinity value. This is MHC class I binding data. (1) The peptide sequence is PASKKESVI. The MHC is HLA-A02:01 with pseudo-sequence HLA-A02:01. The binding affinity (normalized) is 0.0904. (2) The peptide sequence is ELWKDVDRI. The MHC is HLA-A68:02 with pseudo-sequence HLA-A68:02. The binding affinity (normalized) is 0.303. (3) The peptide sequence is WTGMVDGWY. The MHC is HLA-A03:01 with pseudo-sequence HLA-A03:01. The binding affinity (normalized) is 0.0847. (4) The peptide sequence is GLIVLPFYK. The MHC is HLA-B57:01 with pseudo-sequence HLA-B57:01. The binding affinity (normalized) is 0.0847. (5) The peptide sequence is RAFIYSIMET. The MHC is HLA-A68:02 with pseudo-sequence HLA-A68:02. The binding affinity (normalized) is 0.376. (6) The peptide sequence is EFKQILTDF. The MHC is HLA-A11:01 with pseudo-sequence HLA-A11:01. The binding affinity (normalized) is 0.0847.